Dataset: Catalyst prediction with 721,799 reactions and 888 catalyst types from USPTO. Task: Predict which catalyst facilitates the given reaction. (1) Reactant: [NH2:1][C:2]1[N:7]=[CH:6][N:5]=[C:4]([C:8]2[NH:12][C:11]([C:13]3[CH:18]=[CH:17][CH:16]=[CH:15][CH:14]=3)=[C:10]([C:19]([OH:21])=O)[CH:9]=2)[CH:3]=1.CC[N:24](C(C)C)C(C)C.CCN=C=NCCCN(C)C.Cl.C1C=CC2N(O)N=NC=2C=1.N. Product: [NH2:1][C:2]1[N:7]=[CH:6][N:5]=[C:4]([C:8]2[NH:12][C:11]([C:13]3[CH:18]=[CH:17][CH:16]=[CH:15][CH:14]=3)=[C:10]([C:19]([NH2:24])=[O:21])[CH:9]=2)[CH:3]=1. The catalyst class is: 634. (2) Reactant: Br[C:2]1[CH:3]=[C:4]([CH:19]=[CH:20][CH:21]=1)[CH2:5][CH2:6][NH:7][C:8](=[O:18])[CH2:9][NH:10][C:11](=[O:17])[O:12][C:13]([CH3:16])([CH3:15])[CH3:14].[B:22]1([B:22]2[O:26][C:25]([CH3:28])([CH3:27])[C:24]([CH3:30])([CH3:29])[O:23]2)[O:26][C:25]([CH3:28])([CH3:27])[C:24]([CH3:30])([CH3:29])[O:23]1.C([O-])(=O)C.[K+].C(=O)([O-])O.[Na+]. Product: [O:18]=[C:8]([NH:7][CH2:6][CH2:5][C:4]1[CH:19]=[CH:20][CH:21]=[C:2]([B:22]2[O:26][C:25]([CH3:28])([CH3:27])[C:24]([CH3:30])([CH3:29])[O:23]2)[CH:3]=1)[CH2:9][NH:10][C:11](=[O:17])[O:12][C:13]([CH3:16])([CH3:15])[CH3:14]. The catalyst class is: 148. (3) Reactant: [Cl:1][C:2]1[CH:3]=[C:4]2[C:8](=[CH:9][CH:10]=1)[NH:7][CH:6]=[C:5]2[CH2:11][CH2:12][NH:13][C:14](=[O:22])[C:15]1[CH:20]=[CH:19][CH:18]=[CH:17][C:16]=1I.[C:23]([C:25]1[CH:30]=[CH:29][C:28](B(O)O)=[CH:27][CH:26]=1)#[N:24].C(=O)([O-])[O-].[Na+].[Na+]. Product: [Cl:1][C:2]1[CH:3]=[C:4]2[C:8](=[CH:9][CH:10]=1)[NH:7][CH:6]=[C:5]2[CH2:11][CH2:12][NH:13][C:14]([C:15]1[C:16]([C:28]2[CH:29]=[CH:30][C:25]([C:23]#[N:24])=[CH:26][CH:27]=2)=[CH:17][CH:18]=[CH:19][CH:20]=1)=[O:22]. The catalyst class is: 437. (4) Reactant: [H-].[Na+].[F:3][C:4]1[C:5]([CH2:16][N:17]([CH3:25])[C:18](=[O:24])[O:19][C:20]([CH3:23])([CH3:22])[CH3:21])=[CH:6][NH:7][C:8]=1[C:9]1[C:10]([F:15])=[N:11][CH:12]=[CH:13][CH:14]=1.C1OCCOCCOCCOCCOC1.[CH3:41][C:42]1[CH:47]=[CH:46][N:45]=[CH:44][C:43]=1[S:48](Cl)(=[O:50])=[O:49]. Product: [F:3][C:4]1[C:5]([CH2:16][N:17]([CH3:25])[C:18](=[O:24])[O:19][C:20]([CH3:21])([CH3:22])[CH3:23])=[CH:6][N:7]([S:48]([C:43]2[CH:44]=[N:45][CH:46]=[CH:47][C:42]=2[CH3:41])(=[O:50])=[O:49])[C:8]=1[C:9]1[C:10]([F:15])=[N:11][CH:12]=[CH:13][CH:14]=1. The catalyst class is: 30.